Dataset: Catalyst prediction with 721,799 reactions and 888 catalyst types from USPTO. Task: Predict which catalyst facilitates the given reaction. (1) Reactant: [Cl:1][C:2]1[C:11]([O:12][CH3:13])=[CH:10][CH:9]=[C:8]2[C:3]=1[CH2:4][CH:5]([CH3:14])[N:6]=[CH:7]2.C(O[CH:18]=[C:19]([C:25](=[O:27])[CH3:26])[C:20]([O:22][CH2:23][CH3:24])=[O:21])C. Product: [Cl:1][C:2]1[C:3]2[CH2:4][CH:5]([CH3:14])[N:6]3[CH:7]([C:8]=2[CH:9]=[CH:10][C:11]=1[O:12][CH3:13])[CH2:26][C:25](=[O:27])[C:19]([C:20]([O:22][CH2:23][CH3:24])=[O:21])=[CH:18]3. The catalyst class is: 14. (2) Reactant: [NH2:1][C:2]1[CH:7]=[C:6]([O:8][C:9]2[CH:10]=[C:11]([CH:17]=[CH:18][C:19]=2[Cl:20])[C:12]([O:14][CH2:15][CH3:16])=[O:13])[C:5]([Br:21])=[CH:4][N:3]=1.[C:22]([N:30]=[C:31]=[S:32])(=[O:29])[C:23]1[CH:28]=[CH:27][CH:26]=[CH:25][CH:24]=1. Product: [C:22]([NH:30][C:31](=[S:32])[NH:1][C:2]1[CH:7]=[C:6]([O:8][C:9]2[CH:10]=[C:11]([CH:17]=[CH:18][C:19]=2[Cl:20])[C:12]([O:14][CH2:15][CH3:16])=[O:13])[C:5]([Br:21])=[CH:4][N:3]=1)(=[O:29])[C:23]1[CH:28]=[CH:27][CH:26]=[CH:25][CH:24]=1. The catalyst class is: 1. (3) Reactant: C(OC([NH:8][C@@H:9]([CH2:17][CH2:18][CH2:19][C:20]([O:22]C(C)(C)C)=[O:21])[C:10]([O:12]C(C)(C)C)=[O:11])=O)(C)(C)C.C[Si]([N-][Si](C)(C)C)(C)C.[Li+].[C:37]([C:39]1[CH:46]=[CH:45][C:42]([CH2:43]Br)=[CH:41][C:40]=1[F:47])#[N:38]. Product: [NH2:8][C@@H:9]([CH2:17][CH2:18][CH:19]([CH2:43][C:42]1[CH:45]=[CH:46][C:39]([C:37]#[N:38])=[C:40]([F:47])[CH:41]=1)[C:20]([OH:22])=[O:21])[C:10]([OH:12])=[O:11]. The catalyst class is: 1. (4) Reactant: Cl[C:2]1[N:7]=[C:6]([O:8][CH:9]2[CH2:13][CH2:12][O:11][CH2:10]2)[C:5]([F:14])=[CH:4][N:3]=1.[NH2:15][C:16]1[CH:17]=[C:18]([C:23]2[S:27][C:26]([N:28]3[CH2:34][CH2:33][CH2:32][NH:31][C:30](=[O:35])[CH2:29]3)=[N:25][CH:24]=2)[CH:19]=[C:20]([CH3:22])[CH:21]=1.CC(C1C=C(C(C)C)C(C2C=CC=CC=2P(C2CCCCC2)C2CCCCC2)=C(C(C)C)C=1)C.C(=O)([O-])[O-].[K+].[K+]. The catalyst class is: 110. Product: [F:14][C:5]1[C:6]([O:8][CH:9]2[CH2:13][CH2:12][O:11][CH2:10]2)=[N:7][C:2]([NH:15][C:16]2[CH:17]=[C:18]([C:23]3[S:27][C:26]([N:28]4[CH2:34][CH2:33][CH2:32][NH:31][C:30](=[O:35])[CH2:29]4)=[N:25][CH:24]=3)[CH:19]=[C:20]([CH3:22])[CH:21]=2)=[N:3][CH:4]=1. (5) Reactant: [NH2:1][CH2:2][CH:3]([OH:6])[CH2:4][OH:5].Cl[C:8]1[CH:15]=[CH:14][C:11]([C:12]#[N:13])=[CH:10][N:9]=1. The catalyst class is: 225. Product: [OH:6][CH:3]([CH2:4][OH:5])[CH2:2][NH:1][C:8]1[CH:15]=[CH:14][C:11]([C:12]#[N:13])=[CH:10][N:9]=1. (6) Reactant: [F:1][C:2]([F:14])([F:13])[C:3](=O)[CH2:4][C:5]([C:7]1[O:8][CH:9]=[CH:10][CH:11]=1)=O.C([O-])(=O)C.[Na+].Cl.[Cl:21][C:22]1[CH:27]=[CH:26][CH:25]=[CH:24][C:23]=1[NH:28][NH2:29]. Product: [Cl:21][C:22]1[CH:27]=[CH:26][CH:25]=[CH:24][C:23]=1[N:28]1[C:5]([C:7]2[O:8][CH:9]=[CH:10][CH:11]=2)=[CH:4][C:3]([C:2]([F:14])([F:13])[F:1])=[N:29]1. The catalyst class is: 676. (7) Reactant: C1(P(C2C=CC=CC=2)C2C=CC=CC=2)C=CC=CC=1.N1C=CN=C1.[I:25]I.O[CH2:28][CH2:29][S:30][C:31]1[CH:36]=[CH:35][C:34]([N+:37]([O-:39])=[O:38])=[CH:33][C:32]=1[NH:40][CH:41]1[CH2:46][CH2:45][N:44]([C:47]([O:49][C:50]([CH3:53])([CH3:52])[CH3:51])=[O:48])[CH2:43][CH2:42]1. Product: [I:25][CH2:28][CH2:29][S:30][C:31]1[CH:36]=[CH:35][C:34]([N+:37]([O-:39])=[O:38])=[CH:33][C:32]=1[NH:40][CH:41]1[CH2:46][CH2:45][N:44]([C:47]([O:49][C:50]([CH3:53])([CH3:52])[CH3:51])=[O:48])[CH2:43][CH2:42]1. The catalyst class is: 54. (8) Reactant: [C:1]1([C:7]2[CH:8]=[C:9]3[C:14](=[N:15][CH:16]=2)[N:13]([CH3:17])[C:12](=[O:18])[C:11]([C:19](=[O:26])[CH2:20][CH2:21][C:22]([O:24]C)=[O:23])=[C:10]3[OH:27])[CH2:6][CH2:5][CH2:4][CH2:3][CH:2]=1.C1CCCCC=1.OC1C2C(=NC=C(I)C=2)N(C)C(=O)C=1C(=O)CCC(O)=O. Product: [CH:1]1([C:7]2[CH:8]=[C:9]3[C:14](=[N:15][CH:16]=2)[N:13]([CH3:17])[C:12](=[O:18])[C:11]([C:19](=[O:26])[CH2:20][CH2:21][C:22]([OH:24])=[O:23])=[C:10]3[OH:27])[CH2:2][CH2:3][CH2:4][CH2:5][CH2:6]1. The catalyst class is: 45.